This data is from CYP2D6 inhibition data for predicting drug metabolism from PubChem BioAssay. The task is: Regression/Classification. Given a drug SMILES string, predict its absorption, distribution, metabolism, or excretion properties. Task type varies by dataset: regression for continuous measurements (e.g., permeability, clearance, half-life) or binary classification for categorical outcomes (e.g., BBB penetration, CYP inhibition). Dataset: cyp2d6_veith. (1) The molecule is C/C(=N/NC(=O)c1cccs1)c1ccc(NC(=O)COc2ccc(Cl)cc2Cl)cc1. The result is 0 (non-inhibitor). (2) The molecule is NCCCP(=O)(O)O. The result is 0 (non-inhibitor).